Dataset: Aqueous solubility values for 9,982 compounds from the AqSolDB database. Task: Regression/Classification. Given a drug SMILES string, predict its absorption, distribution, metabolism, or excretion properties. Task type varies by dataset: regression for continuous measurements (e.g., permeability, clearance, half-life) or binary classification for categorical outcomes (e.g., BBB penetration, CYP inhibition). For this dataset (solubility_aqsoldb), we predict Y. (1) The drug is CCCCCCCCCCCCCCCCCOC(=O)/C=C/C(=O)OCCCCCCCCCCCCCCCCC. The Y is -7.07 log mol/L. (2) The compound is CC(O)C(=O)[O-].[Na+]. The Y is 0.951 log mol/L.